From a dataset of Forward reaction prediction with 1.9M reactions from USPTO patents (1976-2016). Predict the product of the given reaction. (1) The product is: [Br:20][C:21]1[CH:26]=[C:25]([O:27][CH3:28])[C:24]([O:29][CH3:30])=[CH:23][C:22]=1[NH:31][C:32]([N:9]1[CH:10]=[CH:11][C:12](=[O:14])[CH2:13][C@H:8]1[C:5]1[CH:6]=[CH:7][C:2]([F:1])=[CH:3][CH:4]=1)=[O:33]. Given the reactants [F:1][C:2]1[CH:7]=[CH:6][C:5]([C@@H:8]2[CH2:13][C:12](=[O:14])[CH:11]=[CH:10][NH:9]2)=[CH:4][CH:3]=1.[Li]CCCC.[Br:20][C:21]1[CH:26]=[C:25]([O:27][CH3:28])[C:24]([O:29][CH3:30])=[CH:23][C:22]=1[N:31]=[C:32]=[O:33], predict the reaction product. (2) Given the reactants [Br:1][C:2]1[CH:3]=[C:4]2[C:10]([C:11]3[CH:16]=[CH:15][CH:14]=[CH:13][C:12]=3[O:17][CH3:18])=[CH:9][NH:8][C:5]2=[N:6][CH:7]=1.[H-].[Na+].[CH3:21][O:22][CH2:23][CH2:24][O:25][CH2:26]Cl, predict the reaction product. The product is: [Br:1][C:2]1[CH:3]=[C:4]2[C:10]([C:11]3[CH:16]=[CH:15][CH:14]=[CH:13][C:12]=3[O:17][CH3:18])=[CH:9][N:8]([CH2:21][O:22][CH2:23][CH2:24][O:25][CH3:26])[C:5]2=[N:6][CH:7]=1. (3) Given the reactants F[C:2]1[CH:7]=[C:6]([C:8]([F:11])([F:10])[F:9])[CH:5]=[C:4]([N+:12]([O-:14])=[O:13])[CH:3]=1.C([O-])([O-])=O.[K+].[K+].[CH3:21][C:22]1[CH:26]=[CH:25][NH:24][N:23]=1, predict the reaction product. The product is: [CH3:21][C:22]1[CH:26]=[CH:25][N:24]([C:2]2[CH:7]=[C:6]([C:8]([F:11])([F:10])[F:9])[CH:5]=[C:4]([N+:12]([O-:14])=[O:13])[CH:3]=2)[N:23]=1. (4) Given the reactants [CH:1]1([C:4]2[N:13]=[C:12]([N:14]3[CH2:19][CH2:18][N:17]([C:20]4[CH:25]=[CH:24][C:23](F)=[CH:22][C:21]=4[O:27][CH3:28])[CH2:16][CH2:15]3)[C:11]3[C:6](=[CH:7][C:8]([O:31][CH3:32])=[C:9]([O:29][CH3:30])[CH:10]=3)[N:5]=2)[CH2:3][CH2:2]1.FC1C=CC(N2CCNCC2)=C(OC)C=1.COC1C=CC([NH:56][S:57]([CH3:60])(=[O:59])=[O:58])=CC=1N1CCNCC1, predict the reaction product. The product is: [CH:1]1([C:4]2[N:13]=[C:12]([N:14]3[CH2:19][CH2:18][N:17]([C:20]4[CH:25]=[C:24]([NH:56][S:57]([CH3:60])(=[O:59])=[O:58])[CH:23]=[CH:22][C:21]=4[O:27][CH3:28])[CH2:16][CH2:15]3)[C:11]3[C:6](=[CH:7][C:8]([O:31][CH3:32])=[C:9]([O:29][CH3:30])[CH:10]=3)[N:5]=2)[CH2:3][CH2:2]1. (5) The product is: [N:38]1[CH:39]=[CH:43][CH:42]=[N:36][C:35]=1[C:3]1[CH:27]=[CH:26][CH:25]=[CH:24][C:4]=1[C:5]([NH:7][C@H:8]1[CH2:12][CH2:11][CH2:10][C@@H:9]1[NH:13][C:14]1[CH:19]=[N:18][C:17]([C:20]([F:21])([F:23])[F:22])=[CH:16][N:15]=1)=[O:6]. Given the reactants CO[C:3]1[CH:27]=[CH:26][C:25](C)=[CH:24][C:4]=1[C:5]([NH:7][C@H:8]1[CH2:12][CH2:11][CH2:10][C@@H:9]1[NH:13][C:14]1[CH:19]=[N:18][C:17]([C:20]([F:23])([F:22])[F:21])=[CH:16][N:15]=1)=[O:6].Cl.FC(F)(F)C1N=C[C:35]([NH:38][C@H:39]2[CH2:43][CH2:42]C[C@@H]2N)=[N:36]C=1.N1C=CC=NC=1C1C=CC=CC=1C(O)=O, predict the reaction product. (6) Given the reactants [O:1]=[C:2]1[C:11]2[C:6](=[CH:7][CH:8]=[CH:9][CH:10]=2)[C:5]([CH2:12][C:13]2[CH:14]=[C:15]([CH:19]=[CH:20][CH:21]=2)[C:16]([OH:18])=O)=[N:4][NH:3]1.[N:22]1(C(OC(C)(C)C)=O)[CH2:27][CH2:26][NH:25][CH2:24][CH2:23]1.F[P-](F)(F)(F)(F)F.N1(OC(N(C)C)=[N+](C)C)C2C=CC=CC=2N=N1.C(N(CC)C(C)C)(C)C, predict the reaction product. The product is: [N:22]1([C:16]([C:15]2[CH:14]=[C:13]([CH:21]=[CH:20][CH:19]=2)[CH2:12][C:5]2[C:6]3[C:11](=[CH:10][CH:9]=[CH:8][CH:7]=3)[C:2](=[O:1])[NH:3][N:4]=2)=[O:18])[CH2:27][CH2:26][NH:25][CH2:24][CH2:23]1.